From a dataset of Forward reaction prediction with 1.9M reactions from USPTO patents (1976-2016). Predict the product of the given reaction. (1) Given the reactants [F:1][C:2]1[CH:7]=[CH:6][C:5](B(O)O)=[CH:4][CH:3]=1.I[C:12]1[CH:13]=[CH:14][C:15]2[N:16]([CH:18]=[CH:19][N:20]=2)[CH:17]=1.O1CCOCC1.C(=O)([O-])O.[Na+], predict the reaction product. The product is: [F:1][C:2]1[CH:7]=[CH:6][C:5]([C:12]2[CH:13]=[CH:14][C:15]3[N:16]([CH:18]=[CH:19][N:20]=3)[CH:17]=2)=[CH:4][CH:3]=1. (2) Given the reactants [OH:1][C:2]1[O:3][CH:4]=[C:5]2[C:10]=1[CH:9]=[CH:8][CH:7]=[C:6]2[C:11]([F:14])([F:13])[F:12].C(=O)([O-])[O-:16].[K+].[K+].I[CH:22]([CH3:24])[CH3:23], predict the reaction product. The product is: [CH:2]([C:10]1[CH:9]=[CH:8][CH:7]=[C:6]([C:11]([F:14])([F:13])[F:12])[C:5]=1[C:4]([O:16][CH:22]([CH3:24])[CH3:23])=[O:3])=[O:1]. (3) Given the reactants [OH:1][C:2]1[CH:11]=[C:10]([OH:12])[C:9]([CH:13]([CH3:15])[CH3:14])=[CH:8][C:3]=1[C:4]([O:6][CH3:7])=[O:5].C(=O)([O-])[O-].[K+].[K+].[CH3:22][O:23][CH2:24]Cl, predict the reaction product. The product is: [OH:1][C:2]1[CH:11]=[C:10]([O:12][CH2:22][O:23][CH3:24])[C:9]([CH:13]([CH3:15])[CH3:14])=[CH:8][C:3]=1[C:4]([O:6][CH3:7])=[O:5]. (4) Given the reactants [N+:1]([O-:4])(O)=[O:2].[Cl:5][C:6]1[CH:31]=[CH:30][C:9]2[O:10][C:11]3[CH:29]=[CH:28][CH:27]=[CH:26][C:12]=3[C@@H:13]3[C@H:18]([NH:19][C:20](=[O:25])[C:21]([F:24])([F:23])[F:22])[CH2:17][CH2:16][CH2:15][N:14]3[C:8]=2[CH:7]=1, predict the reaction product. The product is: [Cl:5][C:6]1[C:31]([N+:1]([O-:4])=[O:2])=[CH:30][C:9]2[O:10][C:11]3[CH:29]=[CH:28][CH:27]=[CH:26][C:12]=3[C@@H:13]3[C@H:18]([NH:19][C:20](=[O:25])[C:21]([F:24])([F:23])[F:22])[CH2:17][CH2:16][CH2:15][N:14]3[C:8]=2[CH:7]=1. (5) The product is: [ClH:21].[F:1][C:2]1[CH:3]=[CH:4][C:5]2[N:17]=[C:14]([NH2:15])[C:13]3[CH:12]=[C:11]([CH2:23][CH3:24])[S:10][C:9]=3[NH:8][C:6]=2[CH:7]=1. Given the reactants [F:1][C:2]1[CH:3]=[CH:4][C:5]([N+:17]([O-])=O)=[C:6]([NH:8][C:9]2[S:10][CH:11]=[C:12](C)[C:13]=2[C:14]#[N:15])[CH:7]=1.[Sn](Cl)[Cl:21].[CH2:23](O)[CH3:24], predict the reaction product. (6) Given the reactants Cl.[F:2][C@@:3]12[C@:16]3([CH3:17])[C:11](=[CH:12][C:13](=[O:18])[CH:14]=[CH:15]3)[C@@H:10]([F:19])[CH2:9][C@H:8]1[C@@H:7]1[CH2:20][C@@H:21]3[C@:25]([C:26](=[O:32])[CH2:27][O:28][C:29](=[O:31])[CH3:30])([C@@:6]1([CH3:33])[CH2:5][C@@H:4]2[OH:34])[CH2:24][NH:23][CH2:22]3.FC(F)(F)S(O[C:41]1[CH:46]=[CH:45][CH:44]=[CH:43][C:42]=1[Si](C)(C)C)(=O)=O.[F-].[Cs+], predict the reaction product. The product is: [F:2][C@@:3]12[C@:16]3([CH3:17])[C:11](=[CH:12][C:13](=[O:18])[CH:14]=[CH:15]3)[C@@H:10]([F:19])[CH2:9][C@H:8]1[C@@H:7]1[CH2:20][C@@H:21]3[C@:25]([C:26](=[O:32])[CH2:27][O:28][C:29](=[O:31])[CH3:30])([C@@:6]1([CH3:33])[CH2:5][C@@H:4]2[OH:34])[CH2:24][N:23]([C:41]1[CH:46]=[CH:45][CH:44]=[CH:43][CH:42]=1)[CH2:22]3.